Dataset: Catalyst prediction with 721,799 reactions and 888 catalyst types from USPTO. Task: Predict which catalyst facilitates the given reaction. Reactant: [F:1][C:2]1[CH:7]=[C:6]([C:8]2[C:9]3[C:10]4[CH:24]=[CH:23][S:22][C:11]=4[C:12](=[O:21])[NH:13][C:14]=3[C:15]([CH3:20])=[CH:16][C:17]=2[O:18][CH3:19])[CH:5]=[CH:4][C:3]=1[C@H:25]([CH3:35])[CH2:26][NH:27]C(=O)OC(C)(C)C.[ClH:36]. Product: [ClH:36].[NH2:27][CH2:26][C@H:25]([C:3]1[CH:4]=[CH:5][C:6]([C:8]2[C:9]3[C:10]4[CH:24]=[CH:23][S:22][C:11]=4[C:12](=[O:21])[NH:13][C:14]=3[C:15]([CH3:20])=[CH:16][C:17]=2[O:18][CH3:19])=[CH:7][C:2]=1[F:1])[CH3:35]. The catalyst class is: 28.